From a dataset of Reaction yield outcomes from USPTO patents with 853,638 reactions. Predict the reaction yield, written as a fraction of the theoretical maximum amount of product (1.0 means a 100% yield; for example, 0.34 means a 34% yield). (1) The reactants are [C:12]([O:11][C:9](O[C:9]([O:11][C:12]([CH3:15])([CH3:14])[CH3:13])=[O:10])=[O:10])([CH3:15])([CH3:14])[CH3:13].[NH2:16][CH2:17][CH2:18][CH2:19][CH2:20][CH2:21][CH2:22][CH2:23][CH2:24][CH2:25][CH:26]=[CH2:27]. The catalyst is C1COCC1. The product is [C:12]([O:11][C:9]([NH:16][CH2:17][CH2:18][CH2:19][CH2:20][CH2:21][CH2:22][CH2:23][CH2:24][CH2:25][CH:26]=[CH2:27])=[O:10])([CH3:13])([CH3:14])[CH3:15]. The yield is 0.930. (2) The reactants are [CH2:1]1[C:10]2[C:5](=[CH:6][CH:7]=[CH:8][CH:9]=2)[CH2:4][CH2:3][N:2]1[C:11]1[C:20]2[C:15](=[CH:16][CH:17]=[C:18](I)[CH:19]=2)[N:14]=[CH:13][N:12]=1.[CH3:22][C:23]1[N:40]([CH2:41][O:42][CH2:43][CH2:44][Si:45]([CH3:48])([CH3:47])[CH3:46])[C:26]2=[N:27][CH:28]=[C:29](B3OC(C)(C)C(C)(C)O3)[CH:30]=[C:25]2[N:24]=1.C(=O)([O-])O.[Na+]. The catalyst is O1CCOCC1.O.CC(=O)OCC.Cl[Pd](Cl)([P](C1C=CC=CC=1)(C1C=CC=CC=1)C1C=CC=CC=1)[P](C1C=CC=CC=1)(C1C=CC=CC=1)C1C=CC=CC=1. The product is [CH2:1]1[C:10]2[C:5](=[CH:6][CH:7]=[CH:8][CH:9]=2)[CH2:4][CH2:3][N:2]1[C:11]1[C:20]2[C:15](=[CH:16][CH:17]=[C:18]([C:29]3[CH:30]=[C:25]4[N:24]=[C:23]([CH3:22])[N:40]([CH2:41][O:42][CH2:43][CH2:44][Si:45]([CH3:46])([CH3:48])[CH3:47])[C:26]4=[N:27][CH:28]=3)[CH:19]=2)[N:14]=[CH:13][N:12]=1. The yield is 0.600. (3) The reactants are [CH3:1][C:2]1[NH:10][C:5]2=[N:6][CH:7]=[CH:8][CH:9]=[C:4]2[C:3]=1[C:11]([O:13][C:14]([CH3:17])([CH3:16])[CH3:15])=[O:12].Br[CH:19]([CH3:25])[C:20]([CH:22]1[CH2:24][CH2:23]1)=[O:21].C([O-])([O-])=O.[Cs+].[Cs+]. The catalyst is CN(C=O)C. The product is [CH:22]1([C:20](=[O:21])[CH:19]([N:10]2[C:5]3=[N:6][CH:7]=[CH:8][CH:9]=[C:4]3[C:3]([C:11]([O:13][C:14]([CH3:17])([CH3:16])[CH3:15])=[O:12])=[C:2]2[CH3:1])[CH3:25])[CH2:24][CH2:23]1. The yield is 0.540.